Dataset: Reaction yield outcomes from USPTO patents with 853,638 reactions. Task: Predict the reaction yield, written as a fraction of the theoretical maximum amount of product (1.0 means a 100% yield; for example, 0.34 means a 34% yield). The reactants are Cl[C:2]1[N:3]=[CH:4][C:5]2[C:10]([C:11]([NH:13][CH2:14][C:15]3[C:16]([OH:23])=[N:17][C:18]([CH3:22])=[CH:19][C:20]=3[CH3:21])=[O:12])=[C:9]([CH3:24])[N:8]([C@@H:25]([C:27]3[CH:32]=[CH:31][CH:30]=[CH:29][CH:28]=3)[CH3:26])[C:6]=2[N:7]=1.[CH3:33][O-:34].[Na+]. The catalyst is CO. The product is [OH:23][C:16]1[C:15]([CH2:14][NH:13][C:11]([C:10]2[C:5]3[CH:4]=[N:3][C:2]([O:34][CH3:33])=[N:7][C:6]=3[N:8]([C@@H:25]([C:27]3[CH:32]=[CH:31][CH:30]=[CH:29][CH:28]=3)[CH3:26])[C:9]=2[CH3:24])=[O:12])=[C:20]([CH3:21])[CH:19]=[C:18]([CH3:22])[N:17]=1. The yield is 0.519.